From a dataset of Full USPTO retrosynthesis dataset with 1.9M reactions from patents (1976-2016). Predict the reactants needed to synthesize the given product. Given the product [CH3:23][S:20]([C:17]1[CH:16]=[CH:15][C:14]([CH:11]2[CH2:12][CH2:13][NH:8][CH2:9][CH2:10]2)=[CH:19][CH:18]=1)(=[O:22])=[O:21], predict the reactants needed to synthesize it. The reactants are: C(OC([N:8]1[CH2:13][CH2:12][CH:11]([C:14]2[CH:19]=[CH:18][C:17]([S:20]([CH3:23])(=[O:22])=[O:21])=[CH:16][CH:15]=2)[CH2:10][CH2:9]1)=O)(C)(C)C.C(O)(C(F)(F)F)=O.